From a dataset of Reaction yield outcomes from USPTO patents with 853,638 reactions. Predict the reaction yield, written as a fraction of the theoretical maximum amount of product (1.0 means a 100% yield; for example, 0.34 means a 34% yield). (1) The reactants are C([Li])CCC.[Br-].[C:20]1([PH+]([C:20]2[CH:25]=[CH:24][CH:23]=[CH:22][CH:21]=2)[C:20]2[CH:25]=[CH:24][CH:23]=[CH:22][CH:21]=2)[CH:25]=[CH:24][CH:23]=[CH:22][CH:21]=1.[CH3:26][S:27]([N:30]1CCCC[CH:31]1C=O)(=[O:29])=[O:28].[Cl-].[Na+]. The catalyst is O1CCCC1. The product is [CH3:26][S:27]([N:30]1[CH2:31][CH2:21][CH2:22][CH2:23][CH:24]1[CH:25]=[CH2:20])(=[O:29])=[O:28]. The yield is 0.600. (2) The reactants are [Br:1][C:2]1[C:7]([F:8])=[CH:6][C:5]([F:9])=[CH:4][C:3]=1[F:10].OS(O)(=O)=O.[N+:16]([O-])([OH:18])=[O:17]. No catalyst specified. The product is [Br:1][C:2]1[C:7]([F:8])=[CH:6][C:5]([F:9])=[C:4]([N+:16]([O-:18])=[O:17])[C:3]=1[F:10]. The yield is 0.990.